This data is from Reaction yield outcomes from USPTO patents with 853,638 reactions. The task is: Predict the reaction yield, written as a fraction of the theoretical maximum amount of product (1.0 means a 100% yield; for example, 0.34 means a 34% yield). (1) The reactants are [OH:1][C:2]1[CH:11]=[C:10]2[C:5]([C:6](=[O:20])[N:7]([CH2:12][O:13][C:14](=[O:19])[C:15]([CH3:18])([CH3:17])[CH3:16])[CH:8]=[N:9]2)=[CH:4][C:3]=1[O:21][CH3:22].CC1C=CC(S(O[CH2:34][CH2:35][CH:36]2[CH2:41][CH2:40][N:39]([C:42]([O:44][C:45]([CH3:48])([CH3:47])[CH3:46])=[O:43])[CH2:38][CH2:37]2)(=O)=O)=CC=1.C(=O)([O-])[O-].[K+].[K+]. The catalyst is CN(C=O)C. The product is [C:45]([O:44][C:42]([N:39]1[CH2:40][CH2:41][CH:36]([CH2:35][CH2:34][O:1][C:2]2[CH:11]=[C:10]3[C:5]([C:6](=[O:20])[N:7]([CH2:12][O:13][C:14](=[O:19])[C:15]([CH3:16])([CH3:17])[CH3:18])[CH:8]=[N:9]3)=[CH:4][C:3]=2[O:21][CH3:22])[CH2:37][CH2:38]1)=[O:43])([CH3:48])([CH3:47])[CH3:46]. The yield is 0.880. (2) The reactants are [CH2:1]([N:5]([CH2:39]CCC)[C:6](C1N=C(C2C=CC(C(OC)=O)=CC=2[C:6]([N:5]2[CH2:1][CH2:2][C:3]3C(=CC=CC=3)[CH2:39]2)=O)N(CCCO)C=1)=O)[CH2:2][CH2:3]C.[CH2:43]([N:47]([CH2:77][CH2:78][CH2:79][CH3:80])[C:48]([C:50]1[N:51]=[C:52]([C:55]2[CH:64]=[CH:63][C:58]([C:59]([O:61][CH3:62])=[O:60])=[CH:57][C:56]=2[C:65]([N:67]2[CH2:76][CH2:75][C:74]3[C:69](=[CH:70][CH:71]=[CH:72][CH:73]=3)[CH2:68]2)=[O:66])[NH:53][CH:54]=1)=[O:49])[CH2:44][CH2:45][CH3:46].BrCCCN(C)C. No catalyst specified. The product is [CH2:77]([N:47]([CH2:43][CH2:44][CH2:45][CH3:46])[C:48]([C:50]1[N:51]=[C:52]([C:55]2[CH:64]=[CH:63][C:58]([C:59]([O:61][CH3:62])=[O:60])=[CH:57][C:56]=2[C:65]([N:67]2[CH2:76][CH2:75][C:74]3[C:69](=[CH:70][CH:71]=[CH:72][CH:73]=3)[CH2:68]2)=[O:66])[N:53]([CH2:3][CH2:2][CH2:1][N:5]([CH3:39])[CH3:6])[CH:54]=1)=[O:49])[CH2:78][CH2:79][CH3:80]. The yield is 0.780. (3) The reactants are [C:1]([C:3]1[CH:8]=[CH:7][CH:6]=[CH:5][C:4]=1[C:9]1[N:14]=[CH:13][C:12]([CH2:15][CH:16]([C:22](=O)[CH2:23][CH2:24][CH3:25])[C:17]([O:19]CC)=O)=[CH:11][CH:10]=1)#[N:2].[Si:27]([O:34][CH:35]1[CH2:40][CH2:39][CH:38]([NH:41][C:42]2[NH:46][CH:45]=[N:44][N:43]=2)[CH2:37][CH2:36]1)([C:30]([CH3:33])([CH3:32])[CH3:31])([CH3:29])[CH3:28].C(N(CC)C1C=CC=CC=1)C. The catalyst is C(OCC)(=O)C. The product is [Si:27]([O:34][CH:35]1[CH2:40][CH2:39][CH:38]([N:41]2[C:17](=[O:19])[C:16]([CH2:15][C:12]3[CH:11]=[CH:10][C:9]([C:4]4[CH:5]=[CH:6][CH:7]=[CH:8][C:3]=4[C:1]#[N:2])=[N:14][CH:13]=3)=[C:22]([CH2:23][CH2:24][CH3:25])[N:43]3[N:44]=[CH:45][N:46]=[C:42]23)[CH2:37][CH2:36]1)([C:30]([CH3:33])([CH3:31])[CH3:32])([CH3:29])[CH3:28]. The yield is 0.210. (4) The yield is 0.990. The product is [CH2:17]([N:5]1[CH2:6][CH2:7][C@@H:2]([CH3:1])[C@H:3]([NH:8][P:9](=[O:16])([O:13][CH2:14][CH3:15])[O:10][CH2:11][CH3:12])[CH2:4]1)[C:18]1[CH:23]=[CH:22][CH:21]=[CH:20][CH:19]=1. The reactants are [CH3:1][C@@H:2]1[CH2:7][CH2:6][NH:5][CH2:4][C@H:3]1[NH:8][P:9](=[O:16])([O:13][CH2:14][CH3:15])[O:10][CH2:11][CH3:12].[CH:17](=O)[C:18]1[CH:23]=[CH:22][CH:21]=[CH:20][CH:19]=1.C(O)(=O)C.[BH3-]C#N.[Na+]. The catalyst is CO. (5) The reactants are [CH2:1]([S:8][C:9]([CH3:35])([CH:33]=O)[CH2:10][NH:11][C:12]([C:14]1[NH:15][C:16]2[C:21]([CH:22]=1)=[CH:20][CH:19]=[CH:18][C:17]=2[N:23]([CH3:32])[S:24]([C:27]1[S:28][CH:29]=[CH:30][CH:31]=1)(=[O:26])=[O:25])=[O:13])[C:2]1[CH:7]=[CH:6][CH:5]=[CH:4][CH:3]=1.[NH:36]1[CH2:41][CH2:40][O:39][CH2:38][CH2:37]1.C(O[BH-](OC(=O)C)OC(=O)C)(=O)C.[Na+].C(=O)([O-])O.[Na+]. The catalyst is ClCCCl. The product is [CH2:1]([S:8][C:9]([CH3:35])([CH2:33][N:36]1[CH2:41][CH2:40][O:39][CH2:38][CH2:37]1)[CH2:10][NH:11][C:12]([C:14]1[NH:15][C:16]2[C:21]([CH:22]=1)=[CH:20][CH:19]=[CH:18][C:17]=2[N:23]([CH3:32])[S:24]([C:27]1[S:28][CH:29]=[CH:30][CH:31]=1)(=[O:26])=[O:25])=[O:13])[C:2]1[CH:7]=[CH:6][CH:5]=[CH:4][CH:3]=1. The yield is 0.550.